This data is from Catalyst prediction with 721,799 reactions and 888 catalyst types from USPTO. The task is: Predict which catalyst facilitates the given reaction. (1) Reactant: O.ON1C2C=CC=CC=2N=N1.Cl.CN(C)CCCN=C=NCC.[N:24]1([C:29]2[CH:37]=[CH:36][C:32]([C:33]([OH:35])=O)=[CH:31][CH:30]=2)[CH:28]=[CH:27][N:26]=[CH:25]1.[NH2:38][C:39]1[CH:40]=[CH:41][C:42]([O:45][C:46](=[O:55])[N:47]([CH3:54])[C:48]2[CH:53]=[CH:52][CH:51]=[CH:50][CH:49]=2)=[N:43][CH:44]=1.C(N(C(C)C)C(C)C)C. Product: [N:24]1([C:29]2[CH:30]=[CH:31][C:32]([C:33]([NH:38][C:39]3[CH:40]=[CH:41][C:42]([O:45][C:46](=[O:55])[N:47]([CH3:54])[C:48]4[CH:53]=[CH:52][CH:51]=[CH:50][CH:49]=4)=[N:43][CH:44]=3)=[O:35])=[CH:36][CH:37]=2)[CH:28]=[CH:27][N:26]=[CH:25]1. The catalyst class is: 9. (2) Reactant: [CH3:1][C:2]1[O:6][C:5]([C:7]2[CH:16]=[CH:15][C:10]([C:11]([O:13][CH3:14])=[O:12])=[CH:9][CH:8]=2)=[N:4][C:3]=1[CH2:17][SH:18].CS(O[C@@H:24]1[CH2:28][CH2:27][C@H:26]([NH:29][C:30](=[O:36])[O:31][C:32]([CH3:35])([CH3:34])[CH3:33])[CH2:25]1)(=O)=O. Product: [C:32]([O:31][C:30]([NH:29][C@H:26]1[CH2:27][CH2:28][C@H:24]([S:18][CH2:17][C:3]2[N:4]=[C:5]([C:7]3[CH:8]=[CH:9][C:10]([C:11]([O:13][CH3:14])=[O:12])=[CH:15][CH:16]=3)[O:6][C:2]=2[CH3:1])[CH2:25]1)=[O:36])([CH3:35])([CH3:33])[CH3:34]. The catalyst class is: 9.